From a dataset of Reaction yield outcomes from USPTO patents with 853,638 reactions. Predict the reaction yield, written as a fraction of the theoretical maximum amount of product (1.0 means a 100% yield; for example, 0.34 means a 34% yield). The reactants are C(N(CC)CC)C.[N+:8]([C:11]1[C:19]2[N:18]=[CH:17][NH:16][C:15]=2[CH:14]=[CH:13][CH:12]=1)([O-:10])=[O:9].[CH3:20][C:21]([O:24][C:25](O[C:25]([O:24][C:21]([CH3:23])([CH3:22])[CH3:20])=[O:26])=[O:26])([CH3:23])[CH3:22]. The catalyst is ClCCl. The product is [N+:8]([C:11]1[C:19]2[N:18]=[CH:17][N:16]([C:25]([O:24][C:21]([CH3:23])([CH3:22])[CH3:20])=[O:26])[C:15]=2[CH:14]=[CH:13][CH:12]=1)([O-:10])=[O:9]. The yield is 0.930.